From a dataset of Reaction yield outcomes from USPTO patents with 853,638 reactions. Predict the reaction yield, written as a fraction of the theoretical maximum amount of product (1.0 means a 100% yield; for example, 0.34 means a 34% yield). (1) The reactants are [I:1][CH:2]([CH3:4])[CH3:3].[N:5]1([C:10]2[C:15]3[O:16][C:17]4[C:22]([C:14]=3[CH:13]=[CH:12][CH:11]=2)=[CH:21][CH:20]=[C:19]([CH3:23])[N:18]=4)[CH:9]=[CH:8][N:7]=[CH:6]1. The catalyst is C(#N)C. The product is [I-:1].[CH:2]([N+:7]1[CH:8]=[CH:9][N:5]([C:10]2[C:15]3[O:16][C:17]4[C:22]([C:14]=3[CH:13]=[CH:12][CH:11]=2)=[CH:21][CH:20]=[C:19]([CH3:23])[N:18]=4)[CH:6]=1)([CH3:4])[CH3:3]. The yield is 0.800. (2) The reactants are [CH2:1]1[C:6]2([CH2:11][CH2:10][CH2:9][CH2:8][CH2:7]2)[CH2:5][CH2:4][CH:3]([O:12][C:13]2[CH:14]=[C:15]3[C:20](=[CH:21][CH:22]=2)[CH:19]=[C:18]([CH:23]=O)[CH:17]=[CH:16]3)[CH2:2]1.[NH2:25][CH2:26][C:27]([F:32])([F:31])[C:28]([OH:30])=[O:29].C(O)C.C([BH3-])#N.[Na+].C(O)(=O)CC(CC(O)=O)(C(O)=O)O. No catalyst specified. The product is [F:31][C:27]([F:32])([CH2:26][NH:25][CH2:23][C:18]1[CH:17]=[CH:16][C:15]2[C:20](=[CH:21][CH:22]=[C:13]([O:12][CH:3]3[CH2:2][CH2:1][C:6]4([CH2:11][CH2:10][CH2:9][CH2:8][CH2:7]4)[CH2:5][CH2:4]3)[CH:14]=2)[CH:19]=1)[C:28]([OH:30])=[O:29]. The yield is 0.410.